Dataset: Forward reaction prediction with 1.9M reactions from USPTO patents (1976-2016). Task: Predict the product of the given reaction. (1) Given the reactants [CH:1]([C:3]1[C:4]([CH3:17])=[N:5][N:6]([C:9]2[CH:16]=[CH:15][C:12]([C:13]#[N:14])=[CH:11][CH:10]=2)[C:7]=1[CH3:8])=[O:2].C(O)C.[BH4-].[Na+], predict the reaction product. The product is: [OH:2][CH2:1][C:3]1[C:4]([CH3:17])=[N:5][N:6]([C:9]2[CH:16]=[CH:15][C:12]([C:13]#[N:14])=[CH:11][CH:10]=2)[C:7]=1[CH3:8]. (2) Given the reactants [OH:1][C:2]1[CH:7]=[CH:6][C:5]([C:8](=[O:14])[CH2:9][CH2:10][CH2:11][CH2:12][CH3:13])=[CH:4][CH:3]=1.Br[CH:16]([CH2:22][CH2:23][CH2:24][CH2:25][CH2:26][CH2:27][CH2:28][CH3:29])[C:17]([O:19][CH2:20][CH3:21])=[O:18], predict the reaction product. The product is: [C:8]([C:5]1[CH:4]=[CH:3][C:2]([O:1][CH:16]([CH2:22][CH2:23][CH2:24][CH2:25][CH2:26][CH2:27][CH2:28][CH3:29])[C:17]([O:19][CH2:20][CH3:21])=[O:18])=[CH:7][CH:6]=1)(=[O:14])[CH2:9][CH2:10][CH2:11][CH2:12][CH3:13]. (3) The product is: [CH2:1]([O:8][C:9](=[O:46])[NH:10][C@H:11]([C:13](=[O:45])[NH:14][C@H:15]([C:26](=[O:44])[NH:27][C@@H:28]([CH2:37][C:38]1[CH:43]=[CH:42][CH:41]=[CH:40][CH:39]=1)[C:29]([C:31](=[O:36])[NH:32][CH:33]1[CH2:34][CH2:35]1)=[O:30])[CH2:16][C:17]1[C:25]2[C:20](=[CH:21][CH:22]=[CH:23][CH:24]=2)[NH:19][CH:18]=1)[CH3:12])[C:2]1[CH:7]=[CH:6][CH:5]=[CH:4][CH:3]=1. Given the reactants [CH2:1]([O:8][C:9](=[O:46])[NH:10][C@H:11]([C:13](=[O:45])[NH:14][C@H:15]([C:26](=[O:44])[NH:27][C@@H:28]([CH2:37][C:38]1[CH:43]=[CH:42][CH:41]=[CH:40][CH:39]=1)[CH:29]([C:31](=[O:36])[NH:32][CH:33]1[CH2:35][CH2:34]1)[OH:30])[CH2:16][C:17]1[C:25]2[C:20](=[CH:21][CH:22]=[CH:23][CH:24]=2)[NH:19][CH:18]=1)[CH3:12])[C:2]1[CH:7]=[CH:6][CH:5]=[CH:4][CH:3]=1.CC(OI1(OC(C)=O)(OC(C)=O)OC(=O)C2C=CC=CC1=2)=O, predict the reaction product. (4) Given the reactants [C:1]([C:5]1[CH:10]=[CH:9][C:8]([S:11](Cl)(=[O:13])=[O:12])=[CH:7][CH:6]=1)([CH3:4])([CH3:3])[CH3:2].[CH3:15][C:16]1[CH:20]=[C:19]([NH2:21])[N:18]([C:22]2[C:31]3[C:26](=[CH:27][CH:28]=[CH:29][CH:30]=3)[N:25]=[CH:24][N:23]=2)[N:17]=1.ClCCl, predict the reaction product. The product is: [C:1]([C:5]1[CH:10]=[CH:9][C:8]([S:11]([NH:21][C:19]2[N:18]([C:22]3[C:31]4[C:26](=[CH:27][CH:28]=[CH:29][CH:30]=4)[N:25]=[CH:24][N:23]=3)[N:17]=[C:16]([CH3:15])[CH:20]=2)(=[O:13])=[O:12])=[CH:7][CH:6]=1)([CH3:4])([CH3:3])[CH3:2]. (5) Given the reactants Br[C:2]1[S:19][C:5]2[C:6](=[O:18])[N:7]([CH3:17])[CH2:8][CH:9]([C:10]3[CH:15]=[CH:14][C:13]([Cl:16])=[CH:12][CH:11]=3)[C:4]=2[CH:3]=1.[N:20]1[CH:25]=[CH:24][C:23](B(O)O)=[CH:22][CH:21]=1.C(=O)([O-])[O-].[Cs+].[Cs+], predict the reaction product. The product is: [Cl:16][C:13]1[CH:14]=[CH:15][C:10]([CH:9]2[CH2:8][N:7]([CH3:17])[C:6](=[O:18])[C:5]3[S:19][C:2]([C:23]4[CH:24]=[CH:25][N:20]=[CH:21][CH:22]=4)=[CH:3][C:4]2=3)=[CH:11][CH:12]=1. (6) Given the reactants C(C1C=C(C)C=C(C(C)(C)C)C=1[OH:16])(C)(C)C.CN(CCCN1CN(CCCN(C)C)CN(CCCN(C)C)C1)C.[Cl:41][C:42]1[CH:43]=[C:44]([N:48]=[C:49]=[O:50])[CH:45]=[CH:46][CH:47]=1.[C:51]([O:55][CH2:56][CH2:57]C(O)C)(=[O:54])[CH:52]=[CH2:53].[N-]=C=O, predict the reaction product. The product is: [C:51]([O:55][CH2:56][CH2:57][O:50][C:49](=[O:16])[NH:48][C:44]1[CH:45]=[CH:46][CH:47]=[C:42]([Cl:41])[CH:43]=1)(=[O:54])[CH:52]=[CH2:53].